The task is: Regression. Given a peptide amino acid sequence and an MHC pseudo amino acid sequence, predict their binding affinity value. This is MHC class I binding data.. This data is from Peptide-MHC class I binding affinity with 185,985 pairs from IEDB/IMGT. (1) The peptide sequence is IVSHLRAST. The MHC is HLA-A68:02 with pseudo-sequence HLA-A68:02. The binding affinity (normalized) is 0.117. (2) The peptide sequence is RQGYRPVF. The MHC is Mamu-B52 with pseudo-sequence Mamu-B52. The binding affinity (normalized) is 0.0159. (3) The peptide sequence is QGWKGSPAI. The MHC is HLA-A33:01 with pseudo-sequence HLA-A33:01. The binding affinity (normalized) is 0. (4) The peptide sequence is KYFVRSTEK. The MHC is HLA-B18:01 with pseudo-sequence HLA-B18:01. The binding affinity (normalized) is 0.0847. (5) The peptide sequence is VHSQGREAA. The MHC is HLA-A24:02 with pseudo-sequence HLA-A24:02. The binding affinity (normalized) is 0.302. (6) The peptide sequence is YRIMTRGLL. The MHC is HLA-B18:01 with pseudo-sequence HLA-B18:01. The binding affinity (normalized) is 0.0847.